From a dataset of Forward reaction prediction with 1.9M reactions from USPTO patents (1976-2016). Predict the product of the given reaction. (1) Given the reactants Cl.[CH2:2]([C:9]1([CH2:19][C:20]([C:22]2[CH:27]=[CH:26][C:25]([C:28]3[CH:33]=[CH:32][C:31]([C:34]4[C:38]5[CH:39]=[CH:40][CH:41]=[CH:42][C:37]=5[O:36][C:35]=4[CH2:43][C:44]4[CH:49]=[CH:48][CH:47]=[CH:46][CH:45]=4)=[CH:30][CH:29]=3)=[CH:24][CH:23]=2)=[O:21])C(=O)OC(C)(C)[O:11][C:10]1=[O:18])[C:3]1[CH:8]=[CH:7][CH:6]=[CH:5][CH:4]=1, predict the reaction product. The product is: [CH2:2]([CH:9]([CH2:19][C:20]([C:22]1[CH:27]=[CH:26][C:25]([C:28]2[CH:33]=[CH:32][C:31]([C:34]3[C:38]4[CH:39]=[CH:40][CH:41]=[CH:42][C:37]=4[O:36][C:35]=3[CH2:43][C:44]3[CH:45]=[CH:46][CH:47]=[CH:48][CH:49]=3)=[CH:30][CH:29]=2)=[CH:24][CH:23]=1)=[O:21])[C:10]([OH:18])=[O:11])[C:3]1[CH:8]=[CH:7][CH:6]=[CH:5][CH:4]=1. (2) Given the reactants [CH2:1]([N:8]1[CH2:12][CH2:11][C@@H:10]([C:13]2[CH:18]=[CH:17][CH:16]=[C:15]([N+:19]([O-])=O)[CH:14]=2)[CH2:9]1)[C:2]1[CH:7]=[CH:6][CH:5]=[CH:4][CH:3]=1, predict the reaction product. The product is: [CH2:1]([N:8]1[CH2:12][CH2:11][C@@H:10]([C:13]2[CH:18]=[CH:17][CH:16]=[C:15]([NH2:19])[CH:14]=2)[CH2:9]1)[C:2]1[CH:3]=[CH:4][CH:5]=[CH:6][CH:7]=1. (3) Given the reactants [CH3:1][C:2]1[C:6]([CH2:7][N:8]2[CH:12]=[C:11]([N:13]3[C:17](=[O:18])[N:16]([CH3:19])[NH:15][C:14]3=[O:20])[CH:10]=[N:9]2)=[C:5]([CH3:21])[O:4][N:3]=1.BrC[CH2:24][C:25]1[CH:30]=[CH:29][C:28](F)=[CH:27][CH:26]=1, predict the reaction product. The product is: [CH2:24]([N:15]1[C:14](=[O:20])[N:13]([C:11]2[CH:10]=[N:9][N:8]([CH2:7][C:6]3[C:2]([CH3:1])=[N:3][O:4][C:5]=3[CH3:21])[CH:12]=2)[C:17](=[O:18])[N:16]1[CH3:19])[C:25]1[CH:30]=[CH:29][CH:28]=[CH:27][CH:26]=1. (4) Given the reactants [OH-].[Na+].C[O:4][C:5](=[O:18])[C:6]1[CH:11]=[CH:10][C:9]([N:12]2[CH2:16][CH2:15][CH2:14][C:13]2=[O:17])=[CH:8][CH:7]=1.Cl, predict the reaction product. The product is: [O:17]=[C:13]1[CH2:14][CH2:15][CH2:16][N:12]1[C:9]1[CH:10]=[CH:11][C:6]([C:5]([OH:18])=[O:4])=[CH:7][CH:8]=1.